From a dataset of Forward reaction prediction with 1.9M reactions from USPTO patents (1976-2016). Predict the product of the given reaction. (1) Given the reactants [N:1]1[C:10]2[C:5](=[CH:6][CH:7]=[CH:8][CH:9]=2)[CH:4]=[C:3]([CH2:11]O)[CH:2]=1.O=S(Cl)[Cl:15], predict the reaction product. The product is: [Cl-:15].[Cl:15][CH2:11][C:3]1[CH:2]=[NH+:1][C:10]2[C:5]([CH:4]=1)=[CH:6][CH:7]=[CH:8][CH:9]=2. (2) The product is: [CH3:12][N:13]([CH3:14])[CH2:2][CH2:3][CH2:4][O:5][C:6]1[CH:11]=[CH:10][CH:9]=[CH:8][CH:7]=1. Given the reactants Br[CH2:2][CH2:3][CH2:4][O:5][C:6]1[CH:11]=[CH:10][CH:9]=[CH:8][CH:7]=1.[CH3:12][NH:13][CH3:14].[OH-].[K+].CCOC(C)=O, predict the reaction product. (3) Given the reactants O.[OH-].[Li+].C([O:7][C@@H:8]([C:10]1[N:11]=[N:12][N:13]([C:15]2[CH:20]=[CH:19][CH:18]=[C:17]([CH3:21])[CH:16]=2)[N:14]=1)[CH3:9])(=O)C, predict the reaction product. The product is: [CH3:21][C:17]1[CH:16]=[C:15]([N:13]2[N:12]=[N:11][C:10]([C@H:8]([OH:7])[CH3:9])=[N:14]2)[CH:20]=[CH:19][CH:18]=1. (4) Given the reactants Cl[C:2]1[N:7]=[CH:6][C:5]([S:8]([N:11]2[CH2:16][CH2:15][N:14]([C:17]3[N:22]=[CH:21][C:20]([C:23]([OH:32])([C:28]([F:31])([F:30])[F:29])[C:24]([F:27])([F:26])[F:25])=[CH:19][N:18]=3)[C@@H:13]([CH2:33][N:34]([CH:39]([CH3:41])[CH3:40])[S:35]([CH3:38])(=[O:37])=[O:36])[CH2:12]2)(=[O:10])=[O:9])=[CH:4][CH:3]=1.[OH-].[NH4+:43], predict the reaction product. The product is: [NH2:43][C:2]1[N:7]=[CH:6][C:5]([S:8]([N:11]2[CH2:16][CH2:15][N:14]([C:17]3[N:22]=[CH:21][C:20]([C:23]([OH:32])([C:28]([F:31])([F:30])[F:29])[C:24]([F:27])([F:26])[F:25])=[CH:19][N:18]=3)[C@@H:13]([CH2:33][N:34]([CH:39]([CH3:41])[CH3:40])[S:35]([CH3:38])(=[O:37])=[O:36])[CH2:12]2)(=[O:10])=[O:9])=[CH:4][CH:3]=1. (5) Given the reactants O[CH2:2][C:3]1[CH:12]=[CH:11][C:6]([C:7]([O:9][CH3:10])=[O:8])=[CH:5][CH:4]=1.CN(C1C2C(N(C)C)=CC=CC=2C=CC=1)C.[CH3:29][S:30](O[S:30]([CH3:29])(=[O:32])=[O:31])(=[O:32])=[O:31], predict the reaction product. The product is: [CH3:29][S:30]([CH2:2][C:3]1[CH:12]=[CH:11][C:6]([C:7]([O:9][CH3:10])=[O:8])=[CH:5][CH:4]=1)(=[O:32])=[O:31].